Dataset: NCI-60 drug combinations with 297,098 pairs across 59 cell lines. Task: Regression. Given two drug SMILES strings and cell line genomic features, predict the synergy score measuring deviation from expected non-interaction effect. Synergy scores: CSS=14.2, Synergy_ZIP=-5.44, Synergy_Bliss=-3.57, Synergy_Loewe=-1.99, Synergy_HSA=-1.49. Drug 2: C(CC(=O)O)C(=O)CN.Cl. Cell line: MCF7. Drug 1: CN(CCCl)CCCl.Cl.